Task: Regression. Given a peptide amino acid sequence and an MHC pseudo amino acid sequence, predict their binding affinity value. This is MHC class II binding data.. Dataset: Peptide-MHC class II binding affinity with 134,281 pairs from IEDB (1) The peptide sequence is DKYRTFVATFGAASNKAFAE. The MHC is DRB3_0202 with pseudo-sequence DRB3_0202. The binding affinity (normalized) is 0.766. (2) The peptide sequence is FPPNGTHSWEYWGAQ. The MHC is DRB1_1602 with pseudo-sequence DRB1_1602. The binding affinity (normalized) is 0.144. (3) The peptide sequence is LPKPPKPVSKMRMATPLLMQALPM. The MHC is DRB1_0404 with pseudo-sequence DRB1_0404. The binding affinity (normalized) is 0.770. (4) The peptide sequence is SDVLEMYKAIGGKIYIVDGD. The MHC is DRB1_1501 with pseudo-sequence DRB1_1501. The binding affinity (normalized) is 0.936. (5) The peptide sequence is IEDQLGMNHVLHSIR. The MHC is DRB1_0101 with pseudo-sequence DRB1_0101. The binding affinity (normalized) is 0.441. (6) The peptide sequence is RNGEVIGLYGNGILV. The MHC is HLA-DQA10501-DQB10302 with pseudo-sequence HLA-DQA10501-DQB10302. The binding affinity (normalized) is 0. (7) The peptide sequence is DVNAGFKAAVAAAAN. The MHC is DRB1_1201 with pseudo-sequence DRB1_1201. The binding affinity (normalized) is 0.136.